This data is from Forward reaction prediction with 1.9M reactions from USPTO patents (1976-2016). The task is: Predict the product of the given reaction. (1) Given the reactants [CH3:1][O:2][C:3]1[CH:8]=[CH:7][CH:6]=[CH:5][C:4]=1[N:9]1[C@H:13](CO)[CH2:12][CH2:11][C@@H:10]1[CH2:16]O.S(Cl)([Cl:20])=O.[CH:22]([Cl:25])(Cl)Cl, predict the reaction product. The product is: [ClH:20].[Cl:20][CH2:16][C@H:10]1[CH2:11][CH2:12][C@@H:13]([CH2:22][Cl:25])[N:9]1[C:4]1[CH:5]=[CH:6][CH:7]=[CH:8][C:3]=1[O:2][CH3:1]. (2) Given the reactants OC(C(F)(F)F)=O.[NH:8]1[CH2:11][CH:10]([NH:12][C:13](=[O:32])[CH2:14][NH:15][C:16]2[C:24]3[C:19](=[CH:20][CH:21]=[C:22]([CH:25]([OH:30])[C:26]([F:29])([F:28])[F:27])[CH:23]=3)[N:18]([CH3:31])[N:17]=2)[CH2:9]1.[OH:33][C:34]1([C:41]2[S:45][CH:44]=[N:43][CH:42]=2)[CH2:39][CH2:38][C:37](=O)[CH2:36][CH2:35]1, predict the reaction product. The product is: [OH:33][C:34]1([C:41]2[S:45][CH:44]=[N:43][CH:42]=2)[CH2:35][CH2:36][CH:37]([N:8]2[CH2:11][CH:10]([NH:12][C:13](=[O:32])[CH2:14][NH:15][C:16]3[C:24]4[C:19](=[CH:20][CH:21]=[C:22]([CH:25]([OH:30])[C:26]([F:29])([F:28])[F:27])[CH:23]=4)[N:18]([CH3:31])[N:17]=3)[CH2:9]2)[CH2:38][CH2:39]1. (3) Given the reactants CN(C(ON1N=NC2C=CC=CC1=2)=[N+](C)C)C.F[P-](F)(F)(F)(F)F.[C:25]([O:29][C:30]([NH:32][C@@H:33]([CH2:37][CH2:38][S:39][CH3:40])[C:34]([OH:36])=O)=[O:31])([CH3:28])([CH3:27])[CH3:26].CCN(C(C)C)C(C)C.[NH2:50][CH:51]1[CH2:56][CH2:55][N:54]([C:57]([O:59][CH2:60][C:61]2[CH:66]=[CH:65][CH:64]=[CH:63][CH:62]=2)=[O:58])[CH2:53][CH2:52]1.[OH-].[Na+], predict the reaction product. The product is: [C:25]([O:29][C:30]([NH:32][C@@H:33]([CH2:37][CH2:38][S:39][CH3:40])[C:34]([NH:50][CH:51]1[CH2:52][CH2:53][N:54]([C:57]([O:59][CH2:60][C:61]2[CH:66]=[CH:65][CH:64]=[CH:63][CH:62]=2)=[O:58])[CH2:55][CH2:56]1)=[O:36])=[O:31])([CH3:26])([CH3:27])[CH3:28]. (4) Given the reactants [Br:1][C:2]1[CH:3]=[C:4]([OH:8])[CH:5]=[CH:6][CH:7]=1.[H-].[Na+].[C:11]([O:15][C:16](=[O:19])[CH2:17]Br)([CH3:14])([CH3:13])[CH3:12], predict the reaction product. The product is: [C:11]([O:15][C:16](=[O:19])[CH2:17][O:8][C:4]1[CH:5]=[CH:6][CH:7]=[C:2]([Br:1])[CH:3]=1)([CH3:14])([CH3:13])[CH3:12]. (5) The product is: [F:6][C:7]1[CH:8]=[CH:9][C:10]([NH:13][C:14]2[N:16]=[C:28]([C:30]3[S:34][C:33]([C:35]([NH:37][CH2:38][C:39]4[CH:40]=[CH:41][CH:42]=[CH:43][CH:44]=4)=[O:36])=[CH:32][CH:31]=3)[CH:27]=[CH:26][N:15]=2)=[CH:11][CH:12]=1. Given the reactants [Na].C(=O)(O)O.[F:6][C:7]1[CH:12]=[CH:11][C:10]([NH:13][C:14]([NH2:16])=[NH:15])=[CH:9][CH:8]=1.[O-]CC.[Na+].CCO.CN(C)/[CH:26]=[CH:27]/[C:28]([C:30]1[S:34][C:33]([C:35]([NH:37][CH2:38][C:39]2[CH:44]=[CH:43][CH:42]=[CH:41][CH:40]=2)=[O:36])=[CH:32][CH:31]=1)=O.[O-]CC.[Na+], predict the reaction product. (6) Given the reactants C1C=C(Cl)C=C(C(OO)=[O:9])C=1.[Br:12][C:13]1[CH:14]=[CH:15][C:16]2[C:17]3[S:25][C:24]([CH2:26][O:27][N:28]=[C:29]([CH3:31])[CH3:30])=[N:23][C:18]=3[CH:19]=[N:20][C:21]=2[CH:22]=1, predict the reaction product. The product is: [Br:12][C:13]1[CH:14]=[CH:15][C:16]2[C:17]3[S:25][C:24]([CH2:26][O:27][N:28]=[C:29]([CH3:31])[CH3:30])=[N:23][C:18]=3[CH:19]=[N+:20]([O-:9])[C:21]=2[CH:22]=1.